Dataset: Catalyst prediction with 721,799 reactions and 888 catalyst types from USPTO. Task: Predict which catalyst facilitates the given reaction. Reactant: [OH-].[Na+].CO.[Br:5][C:6]1[CH:11]=[CH:10][C:9]([N+:12]([O-:14])=O)=[CH:8][CH:7]=1.[Cl:15][C:16]1[CH:17]=[C:18]([CH2:22]C#N)[CH:19]=[CH:20][CH:21]=1. Product: [Br:5][C:6]1[CH:7]=[CH:8][C:9]2[C:10]([CH:11]=1)=[C:22]([C:18]1[CH:19]=[CH:20][CH:21]=[C:16]([Cl:15])[CH:17]=1)[O:14][N:12]=2. The catalyst class is: 6.